Dataset: Forward reaction prediction with 1.9M reactions from USPTO patents (1976-2016). Task: Predict the product of the given reaction. (1) Given the reactants C(Cl)CCl.[OH:5][C:6]1[C:7]2[CH:8]=[C:9]([CH:17]=[CH:18][C:19]([OH:21])=O)[CH:10]=[N:11][C:12]=2[NH:13][C:14](=[O:16])[CH:15]=1.[CH3:22][NH:23][CH2:24][C:25]1[C:29]2[CH:30]=[CH:31][CH:32]=[CH:33][C:28]=2OC=1C.C1C=CC2N(O)N=NC=2C=1.C[CH2:46][N:47](C(C)C)[CH:48](C)C, predict the reaction product. The product is: [OH:5][C:6]1[C:7]2[CH:8]=[C:9]([CH:17]=[CH:18][C:19]([N:47]([CH3:48])[CH2:46][C:24]3[N:23]([CH3:22])[C:28]4[C:29]([CH:25]=3)=[CH:30][CH:31]=[CH:32][CH:33]=4)=[O:21])[CH:10]=[N:11][C:12]=2[NH:13][C:14](=[O:16])[CH:15]=1. (2) The product is: [C:1]([C:3]1[CH:4]=[C:5]2[C:10](=[CH:11][CH:12]=1)[CH:9]=[C:8]([NH:18][C:21](=[O:30])[O:44][C:41]([CH3:43])([CH3:42])[CH3:40])[CH:7]=[CH:6]2)#[N:2]. Given the reactants [C:1]([C:3]1[CH:4]=[C:5]2[C:10](=[CH:11][CH:12]=1)[CH:9]=[C:8](C(O)=O)[CH:7]=[CH:6]2)#[N:2].CC[N:18]([CH2:21]C)CC.C1C=CC(P(N=[N+]=[N-])(C2C=CC=CC=2)=[O:30])=CC=1.[CH3:40][C:41]([OH:44])([CH3:43])[CH3:42], predict the reaction product. (3) Given the reactants [H-].[Na+].[CH3:3][N:4]1[CH2:17][CH2:16][C:7]2[NH:8][C:9]3[CH:10]=[CH:11][C:12]([CH3:15])=[CH:13][C:14]=3[C:6]=2[CH2:5]1.[F:18][C:19]1[CH:20]=[N:21][CH:22]=[C:23]([C:25]2([CH3:28])[CH2:27][O:26]2)[CH:24]=1, predict the reaction product. The product is: [CH3:3][N:4]1[CH2:17][CH2:16][C:7]2[N:8]([CH2:28][C@:25]([C:23]3[CH:22]=[N:21][CH:20]=[C:19]([F:18])[CH:24]=3)([OH:26])[CH3:27])[C:9]3[CH:10]=[CH:11][C:12]([CH3:15])=[CH:13][C:14]=3[C:6]=2[CH2:5]1. (4) Given the reactants [N+:1]([C:4]1[CH:15]=[CH:14][CH:13]=[C:6]2[C:7](OC(=O)N[C:5]=12)=[O:8])([O-:3])=[O:2].[C:16]1([C:22]2[CH2:23][CH2:24][N:25]([CH2:28][CH2:29][CH2:30][C:31](=[NH:33])[NH2:32])[CH2:26][CH:27]=2)[CH:21]=[CH:20][CH:19]=[CH:18][CH:17]=1, predict the reaction product. The product is: [N+:1]([C:4]1[CH:15]=[CH:14][CH:13]=[C:6]2[C:5]=1[N:32]=[C:31]([CH2:30][CH2:29][CH2:28][N:25]1[CH2:24][CH:23]=[C:22]([C:16]3[CH:17]=[CH:18][CH:19]=[CH:20][CH:21]=3)[CH2:27][CH2:26]1)[NH:33][C:7]2=[O:8])([O-:3])=[O:2]. (5) Given the reactants [NH2:1][CH:2]1[C:8](=[O:9])[N:7](CC2C=CC(OC)=CC=2)[C:6]2[CH:19]=[CH:20][CH:21]=[CH:22][C:5]=2[C:4]([C:23]2[C:28]([Cl:29])=[CH:27][C:26]([Cl:30])=[CH:25][C:24]=2[Cl:31])=[N:3]1.[Cl:32][C:33]1[CH:34]=[CH:35][C:36]([O:42][CH2:43][CH2:44][CH2:45][NH:46][C:47](=[O:50])[CH2:48][CH3:49])=[C:37]([CH:41]=1)[C:38](O)=[O:39], predict the reaction product. The product is: [Cl:32][C:33]1[CH:34]=[CH:35][C:36]([O:42][CH2:43][CH2:44][CH2:45][NH:46][C:47](=[O:50])[CH2:48][CH3:49])=[C:37]([CH:41]=1)[C:38]([NH:1][CH:2]1[C:8](=[O:9])[NH:7][C:6]2[CH:19]=[CH:20][CH:21]=[CH:22][C:5]=2[C:4]([C:23]2[C:28]([Cl:29])=[CH:27][C:26]([Cl:30])=[CH:25][C:24]=2[Cl:31])=[N:3]1)=[O:39].